Task: Predict the product of the given reaction.. Dataset: Forward reaction prediction with 1.9M reactions from USPTO patents (1976-2016) Given the reactants [NH2:1][C:2]1[CH:3]=[C:4]([CH:16]=[CH:17][CH:18]=1)[O:5][C:6]1[CH:11]=[CH:10][N:9]=[C:8]2[NH:12][C:13](=[O:15])[NH:14][C:7]=12.[F:19][C:20]([F:31])([F:30])[C:21]1[CH:29]=[CH:28][C:24]([C:25](Cl)=[O:26])=[CH:23][CH:22]=1, predict the reaction product. The product is: [O:15]=[C:13]1[NH:12][C:8]2=[N:9][CH:10]=[CH:11][C:6]([O:5][C:4]3[CH:3]=[C:2]([NH:1][C:25](=[O:26])[C:24]4[CH:28]=[CH:29][C:21]([C:20]([F:19])([F:30])[F:31])=[CH:22][CH:23]=4)[CH:18]=[CH:17][CH:16]=3)=[C:7]2[NH:14]1.